This data is from Full USPTO retrosynthesis dataset with 1.9M reactions from patents (1976-2016). The task is: Predict the reactants needed to synthesize the given product. (1) The reactants are: [Cl:1][C:2]1[C:11]2[C:6](=[CH:7][CH:8]=[C:9]([CH:12]([C:14]3C(C)=NC(C)=C[CH:19]=3)[OH:13])[CH:10]=2)[N:5]=[C:4]([O:22][CH3:23])[C:3]=1[CH2:24][C:25]1[CH:30]=[CH:29][C:28]([C:31]([F:34])([F:33])[F:32])=[CH:27][CH:26]=1.[Li]CCCC.[CH3:40][N:41]1C(C=O)=C[N:43]=[C:42]1[CH3:48]. Given the product [Cl:1][C:2]1[C:11]2[C:6](=[CH:7][CH:8]=[C:9]([CH:12]([C:14]3[N:41]([CH3:40])[C:42]([CH3:48])=[N:43][CH:19]=3)[OH:13])[CH:10]=2)[N:5]=[C:4]([O:22][CH3:23])[C:3]=1[CH2:24][C:25]1[CH:26]=[CH:27][C:28]([C:31]([F:32])([F:34])[F:33])=[CH:29][CH:30]=1, predict the reactants needed to synthesize it. (2) Given the product [NH2:1][C@H:2]1[CH2:7][CH2:6][CH2:5][CH2:4][C@H:3]1[NH:8][C:9]1[N:14]=[C:13]([NH:15][C:16]2[CH:24]=[CH:23][CH:22]=[C:21]3[C:17]=2[CH:18]=[CH:19][N:20]3[CH2:25][CH2:26][CH2:27][C:28]2[CH:33]=[CH:32][C:31]([OH:34])=[CH:30][CH:29]=2)[C:12]([C:36]([NH2:38])=[O:37])=[CH:11][N:10]=1, predict the reactants needed to synthesize it. The reactants are: [NH2:1][C@H:2]1[CH2:7][CH2:6][CH2:5][CH2:4][C@H:3]1[NH:8][C:9]1[N:14]=[C:13]([NH:15][C:16]2[CH:24]=[CH:23][CH:22]=[C:21]3[C:17]=2[CH:18]=[CH:19][N:20]3[CH2:25][CH2:26][CH2:27][C:28]2[CH:33]=[CH:32][C:31]([O:34]C)=[CH:30][CH:29]=2)[C:12]([C:36]([NH2:38])=[O:37])=[CH:11][N:10]=1.B(Br)(Br)Br.N. (3) Given the product [F:1][C:2]1[CH:3]=[CH:4][C:5]([N:8]2[C:16]3[CH:15]=[C:14]4[CH2:17][CH2:18][CH2:19][C@@H:20]5[CH2:25][C@@:24]([O:30][Si:77]([CH2:81][CH3:82])([CH2:79][CH3:80])[CH2:75][CH3:76])([C:26]([F:29])([F:28])[F:27])[CH2:23][CH2:22][C@@:21]5([C:31]#[N:32])[C:13]4=[CH:12][C:11]=3[CH:10]=[N:9]2)=[CH:6][CH:7]=1.[F:33][C:34]1[CH:35]=[CH:36][C:37]([N:40]2[C:48]3[CH:47]=[C:46]4[CH2:49][CH2:50][CH2:51][C@H:52]5[CH2:57][C@:56]([O:62][Si:77]([CH2:81][CH3:82])([CH2:79][CH3:80])[CH2:75][CH3:76])([C:58]([F:61])([F:60])[F:59])[CH2:55][CH2:54][C@:53]5([C:63]#[N:64])[C:45]4=[CH:44][C:43]=3[CH:42]=[N:41]2)=[CH:38][CH:39]=1, predict the reactants needed to synthesize it. The reactants are: [F:1][C:2]1[CH:7]=[CH:6][C:5]([N:8]2[C:16]3[CH:15]=[C:14]4[CH2:17][CH2:18][CH2:19][C@H:20]5[CH2:25][C@:24]([OH:30])([C:26]([F:29])([F:28])[F:27])[CH2:23][CH2:22][C@:21]5([C:31]#[N:32])[C:13]4=[CH:12][C:11]=3[CH:10]=[N:9]2)=[CH:4][CH:3]=1.[F:33][C:34]1[CH:39]=[CH:38][C:37]([N:40]2[C:48]3[CH:47]=[C:46]4[CH2:49][CH2:50][CH2:51][C@@H:52]5[CH2:57][C@@:56]([OH:62])([C:58]([F:61])([F:60])[F:59])[CH2:55][CH2:54][C@@:53]5([C:63]#[N:64])[C:45]4=[CH:44][C:43]=3[CH:42]=[N:41]2)=[CH:36][CH:35]=1.[Li+].C[Si]([N-][Si](C)(C)C)(C)C.[CH2:75]([Si:77]([CH2:81][CH3:82])([CH2:79][CH3:80])Cl)[CH3:76].